From a dataset of Choline transporter screen with 302,306 compounds. Binary Classification. Given a drug SMILES string, predict its activity (active/inactive) in a high-throughput screening assay against a specified biological target. (1) The drug is [O-][N+](=O)c1c(N2CCCCCC2)ccc(C(NC(=O)Cc2c3c(ccc2)cccc3)CC(=O)N)c1. The result is 0 (inactive). (2) The molecule is Brc1cc(Cl)c(OCC(=O)NCC=C)cc1. The result is 0 (inactive).